Dataset: NCI-60 drug combinations with 297,098 pairs across 59 cell lines. Task: Regression. Given two drug SMILES strings and cell line genomic features, predict the synergy score measuring deviation from expected non-interaction effect. Drug 1: CC1=CC2C(CCC3(C2CCC3(C(=O)C)OC(=O)C)C)C4(C1=CC(=O)CC4)C. Drug 2: CC1=C(C(=O)C2=C(C1=O)N3CC4C(C3(C2COC(=O)N)OC)N4)N. Cell line: U251. Synergy scores: CSS=30.7, Synergy_ZIP=0.296, Synergy_Bliss=1.02, Synergy_Loewe=-9.70, Synergy_HSA=0.803.